This data is from Full USPTO retrosynthesis dataset with 1.9M reactions from patents (1976-2016). The task is: Predict the reactants needed to synthesize the given product. (1) The reactants are: COC1C=CC(C[N:8]2[CH2:14][CH2:13][CH2:12][CH2:11][CH:10]([C:15]3[S:16][C:17]([C:20]4[CH:25]=[C:24]([NH:26][C:27]5[N:32]=[C:31]([C:33]([F:36])([F:35])[F:34])[CH:30]=[CH:29][N:28]=5)[CH:23]=[C:22]([CH3:37])[CH:21]=4)=[CH:18][N:19]=3)[C:9]2=[O:38])=CC=1.FC(F)(F)C(O)=O.FC(F)(F)S(O)(=O)=O. Given the product [CH3:37][C:22]1[CH:21]=[C:20]([C:17]2[S:16][C:15]([CH:10]3[CH2:11][CH2:12][CH2:13][CH2:14][NH:8][C:9]3=[O:38])=[N:19][CH:18]=2)[CH:25]=[C:24]([NH:26][C:27]2[N:32]=[C:31]([C:33]([F:35])([F:36])[F:34])[CH:30]=[CH:29][N:28]=2)[CH:23]=1, predict the reactants needed to synthesize it. (2) Given the product [C:1]([O:5][C:6]([N:8]1[CH2:17][C:12]([CH3:13])([CH3:16])[NH:11][CH2:10][C:9]1([CH:18]1[CH2:21][CH2:20]1)[CH3:19])=[O:7])([CH3:2])([CH3:3])[CH3:4], predict the reactants needed to synthesize it. The reactants are: [C:1]([O:5][C:6]([N:8]1[CH2:17][C:12]2([CH2:16]CC[CH2:13]2)[NH:11][CH2:10][C:9]1([CH3:19])[CH3:18])=[O:7])([CH3:4])([CH3:3])[CH3:2].[CH:20]1(C(N)(C)CN)C[CH2:21]1.CC(C)(O)C#N. (3) Given the product [CH3:1][C:2]1[CH:10]=[C:9]([C:11]#[C:12][Se:13][C:14]2[CH:23]=[C:22]([O:24][CH2:38][C:37]3[CH:40]=[CH:41][C:42]([F:44])=[CH:43][C:36]=3[F:35])[C:21]3[C:20]([CH3:26])([CH3:25])[CH2:19][CH2:18][C:17]([CH3:28])([CH3:27])[C:16]=3[CH:15]=2)[CH:8]=[CH:7][C:3]=1[C:4]([OH:6])=[O:5], predict the reactants needed to synthesize it. The reactants are: [CH3:1][C:2]1[CH:10]=[C:9]([C:11]#[C:12][Se:13][C:14]2[CH:23]=[C:22]([OH:24])[C:21]3[C:20]([CH3:26])([CH3:25])[CH2:19][CH2:18][C:17]([CH3:28])([CH3:27])[C:16]=3[CH:15]=2)[CH:8]=[CH:7][C:3]=1[C:4]([OH:6])=[O:5].C(=O)([O-])[O-].[K+].[K+].[F:35][C:36]1[CH:43]=[C:42]([F:44])[CH:41]=[CH:40][C:37]=1[CH2:38]Br. (4) Given the product [Br:1][C:2]1[C:3]2[O:9][CH:10]=[CH:11][C:4]=2[CH:5]=[C:6]([CH3:8])[CH:7]=1, predict the reactants needed to synthesize it. The reactants are: [Br:1][C:2]1[CH:7]=[C:6]([CH3:8])[CH:5]=[CH:4][C:3]=1[O:9][CH2:10][CH:11](OC)OC. (5) Given the product [Cl:11][C:12]1[CH:13]=[C:14]([C:15]([N:7]2[C:8]3[C:4](=[CH:3][C:2]([F:1])=[CH:10][CH:9]=3)[CH2:5][CH2:6]2)=[O:16])[CH:18]=[CH:19][N:20]=1, predict the reactants needed to synthesize it. The reactants are: [F:1][C:2]1[CH:3]=[C:4]2[C:8](=[CH:9][CH:10]=1)[NH:7][CH2:6][CH2:5]2.[Cl:11][C:12]1[CH:13]=[C:14]([CH:18]=[CH:19][N:20]=1)[C:15](O)=[O:16].C(N(CC)CC)C.CN(C(ON1N=NC2C=CC=CC1=2)=[N+](C)C)C.[B-](F)(F)(F)F. (6) Given the product [CH3:1][O:2][C:3]1[C:4](=[O:25])[C:5]([CH3:24])=[C:6]([CH2:12][C:13]2[CH:18]=[CH:17][CH:16]=[CH:15][C:14]=2[CH:19]=[CH:20][C:21]([N:26]2[CH2:31][CH2:30][S:29][CH2:28][CH2:27]2)=[O:23])[C:7](=[O:11])[C:8]=1[O:9][CH3:10], predict the reactants needed to synthesize it. The reactants are: [CH3:1][O:2][C:3]1[C:4](=[O:25])[C:5]([CH3:24])=[C:6]([CH2:12][C:13]2[CH:18]=[CH:17][CH:16]=[CH:15][C:14]=2[CH:19]=[CH:20][C:21]([OH:23])=O)[C:7](=[O:11])[C:8]=1[O:9][CH3:10].[NH:26]1[CH2:31][CH2:30][S:29][CH2:28][CH2:27]1. (7) Given the product [C:15]([O:14][C:12](=[O:13])[N:9]([C:4]1[C:5]([CH3:8])=[N:6][CH:7]=[C:2]([Br:1])[CH:3]=1)[CH2:10][CH3:11])([CH3:18])([CH3:17])[CH3:16], predict the reactants needed to synthesize it. The reactants are: [Br:1][C:2]1[CH:3]=[C:4]([NH:9][CH2:10][CH3:11])[C:5]([CH3:8])=[N:6][CH:7]=1.[C:12](O[C:12]([O:14][C:15]([CH3:18])([CH3:17])[CH3:16])=[O:13])([O:14][C:15]([CH3:18])([CH3:17])[CH3:16])=[O:13]. (8) The reactants are: [CH2:1]([C:3]1[CH2:4][CH2:5][C@@H:6]([C:8]([O:10][CH2:11][CH3:12])=[O:9])[N:7]=1)[CH3:2]. Given the product [CH2:1]([C@@H:3]1[NH:7][C@H:6]([C:8]([O:10][CH2:11][CH3:12])=[O:9])[CH2:5][CH2:4]1)[CH3:2], predict the reactants needed to synthesize it. (9) Given the product [CH3:27][O:26][CH2:25][CH2:24][N:19]1[CH:20]=[CH:21][C:16]([N:3]2[CH:4]=[C:5]([C:7]#[C:8][C:9]3[CH:10]=[C:11]([CH3:15])[CH:12]=[CH:13][CH:14]=3)[N:6]=[C:2]2[CH3:1])=[CH:17][C:18]1=[O:22], predict the reactants needed to synthesize it. The reactants are: [CH3:1][C:2]1[N:3]([C:16]2[CH:21]=[CH:20][NH:19][C:18](=[O:22])[CH:17]=2)[CH:4]=[C:5]([C:7]#[C:8][C:9]2[CH:10]=[C:11]([CH3:15])[CH:12]=[CH:13][CH:14]=2)[N:6]=1.Br[CH2:24][CH2:25][O:26][CH3:27]. (10) Given the product [Cl:1][C:2]1[CH:7]=[C:6]([F:8])[CH:5]=[CH:4][C:3]=1[C:9]1[N:13]([C@H:39]([CH3:40])[C@@H:35]([OH:36])[CH3:34])[CH:12]=[C:11]([C:14]([NH:16][C:17]2[CH:22]=[CH:21][C:20]([S:23]([CH3:26])(=[O:25])=[O:24])=[CH:19][CH:18]=2)=[O:15])[C:10]=1[CH3:27], predict the reactants needed to synthesize it. The reactants are: [Cl:1][C:2]1[CH:7]=[C:6]([F:8])[CH:5]=[CH:4][C:3]=1[C:9]1[NH:13][CH:12]=[C:11]([C:14]([NH:16][C:17]2[CH:22]=[CH:21][C:20]([S:23]([CH3:26])(=[O:25])=[O:24])=[CH:19][CH:18]=2)=[O:15])[C:10]=1[CH3:27].CC(C)([O-])C.[Na+].[CH3:34][C@H:35]1[C@H:39]([CH3:40])OS(=O)(=O)[O:36]1.Cl.